From a dataset of Peptide-MHC class I binding affinity with 185,985 pairs from IEDB/IMGT. Regression. Given a peptide amino acid sequence and an MHC pseudo amino acid sequence, predict their binding affinity value. This is MHC class I binding data. (1) The peptide sequence is SARRHRILDIYLE. The MHC is Mamu-B03 with pseudo-sequence Mamu-B03. The binding affinity (normalized) is 0.223. (2) The peptide sequence is VETPIRNEW. The MHC is HLA-B40:02 with pseudo-sequence HLA-B40:02. The binding affinity (normalized) is 0.340. (3) The peptide sequence is GRNQFVDGL. The MHC is HLA-B57:01 with pseudo-sequence HLA-B57:01. The binding affinity (normalized) is 0.213. (4) The peptide sequence is GLSPTVWLSV. The MHC is HLA-A68:02 with pseudo-sequence HLA-A68:02. The binding affinity (normalized) is 0.0488.